Dataset: Forward reaction prediction with 1.9M reactions from USPTO patents (1976-2016). Task: Predict the product of the given reaction. Given the reactants [CH3:1][C:2]1[CH:3]=[C:4]([C:13]2[C:14]([CH2:24][N:25]([CH3:36])[CH2:26][CH2:27][NH:28]C(=O)OC(C)(C)C)=[CH:15][N:16](C3CCCCO3)C=2)[CH:5]=[C:6]([CH3:12])[C:7]=1[O:8][CH:9]([CH3:11])[CH3:10].O.C(O)(C(F)(F)F)=O.CC#[N:47], predict the reaction product. The product is: [CH:9]([O:8][C:7]1[C:2]([CH3:1])=[CH:3][C:4]([C:13]2[C:14]([CH2:24][N:25]([CH3:36])[CH2:26][CH2:27][NH2:28])=[CH:15][NH:16][N:47]=2)=[CH:5][C:6]=1[CH3:12])([CH3:11])[CH3:10].